From a dataset of Catalyst prediction with 721,799 reactions and 888 catalyst types from USPTO. Predict which catalyst facilitates the given reaction. (1) Reactant: [Cl:1][C:2]1[CH:3]=[C:4]2[C:8](=[CH:9][CH:10]=1)[NH:7][C:6]([C:11]([N:13]1[CH2:18][CH2:17][CH:16]([C:19]3[C:24]([O:25][CH3:26])=[CH:23][CH:22]=[CH:21][C:20]=3[O:27][CH3:28])[CH2:15][CH2:14]1)=[O:12])=[CH:5]2.[H-].[Na+].Cl[CH2:32][C:33]([N:35]([CH3:37])[CH3:36])=[O:34]. Product: [Cl:1][C:2]1[CH:3]=[C:4]2[C:8](=[CH:9][CH:10]=1)[N:7]([CH2:32][C:33]([N:35]([CH3:37])[CH3:36])=[O:34])[C:6]([C:11]([N:13]1[CH2:14][CH2:15][CH:16]([C:19]3[C:24]([O:25][CH3:26])=[CH:23][CH:22]=[CH:21][C:20]=3[O:27][CH3:28])[CH2:17][CH2:18]1)=[O:12])=[CH:5]2. The catalyst class is: 3. (2) Reactant: C([O:3][C:4](=[O:25])[C@@H:5]([N:11]1[CH2:15][C:14]([O:16][C:17]2[CH:22]=[CH:21][CH:20]=[CH:19][C:18]=2[Cl:23])=[CH:13][C:12]1=[O:24])[CH2:6][CH:7]([CH3:10])[CH2:8][CH3:9])C.[OH-].[Li+]. Product: [Cl:23][C:18]1[CH:19]=[CH:20][CH:21]=[CH:22][C:17]=1[O:16][C:14]1[CH2:15][N:11]([C@@H:5]([CH2:6][CH:7]([CH3:10])[CH2:8][CH3:9])[C:4]([OH:25])=[O:3])[C:12](=[O:24])[CH:13]=1. The catalyst class is: 7. (3) Reactant: [Cl:1][C:2]1[CH:7]=[C:6]([N:8]2[CH:12]=[CH:11][CH:10]=[N:9]2)[N:5]=[C:4]([C:13]2[O:14][CH:15]=[CH:16][CH:17]=2)[N:3]=1.[Br:18]N1C(=O)CCC1=O.O. Product: [Br:18][C:15]1[O:14][C:13]([C:4]2[N:3]=[C:2]([Cl:1])[CH:7]=[C:6]([N:8]3[CH:12]=[CH:11][CH:10]=[N:9]3)[N:5]=2)=[CH:17][CH:16]=1. The catalyst class is: 3. (4) Reactant: [CH3:13][C:12](OC(OC(O[C:12]([CH3:15])([CH3:14])[CH3:13])=O)=O)([CH3:15])[CH3:14].CN(C1C=[CH:23][CH:22]=[CH:21]N=1)C.[CH2:25]([S:27]([N:30]1[CH2:35][CH2:34][CH:33]([C:36]2[C:44]3[C:39](=[C:40]([C:46]([NH2:48])=[O:47])[CH:41]=[C:42]([OH:45])[CH:43]=3)[NH:38][CH:37]=2)[CH2:32][CH2:31]1)(=[O:29])=[O:28])[CH3:26]. Product: [CH2:25]([S:27]([N:30]1[CH2:31][CH2:32][CH:33]([C:36]2[C:44]3[C:39](=[C:40]([C:46]([NH2:48])=[O:47])[CH:41]=[C:42]([O:45][CH2:15][C:12]4[CH:13]=[CH:23][CH:22]=[CH:21][CH:14]=4)[CH:43]=3)[NH:38][CH:37]=2)[CH2:34][CH2:35]1)(=[O:29])=[O:28])[CH3:26]. The catalyst class is: 2. (5) Reactant: Br[C:2]1[N:3]=[CH:4][C:5]2[N:6]([C:8]([CH2:18][OH:19])=[C:9]([C:11]3[CH:16]=[CH:15][C:14]([Br:17])=[CH:13][CH:12]=3)[N:10]=2)[CH:7]=1.[NH3:20]. Product: [NH2:20][C:2]1[N:3]=[CH:4][C:5]2[N:6]([C:8]([CH2:18][OH:19])=[C:9]([C:11]3[CH:16]=[CH:15][C:14]([Br:17])=[CH:13][CH:12]=3)[N:10]=2)[CH:7]=1. The catalyst class is: 3. (6) Reactant: [CH3:1][N:2]1[CH2:6][CH2:5][CH:4]([O:7][C:8]2[N:13]=[CH:12][C:11]([C:14]([O:16]CC)=[O:15])=[CH:10][CH:9]=2)[CH2:3]1.[OH-].[Na+]. Product: [CH3:1][N:2]1[CH2:6][CH2:5][CH:4]([O:7][C:8]2[N:13]=[CH:12][C:11]([C:14]([OH:16])=[O:15])=[CH:10][CH:9]=2)[CH2:3]1. The catalyst class is: 14.